Task: Predict the product of the given reaction.. Dataset: Forward reaction prediction with 1.9M reactions from USPTO patents (1976-2016) The product is: [NH:8]1[CH2:9][CH2:10][C:11]2([C:17]3[CH:18]=[N:19][CH:20]=[CH:21][C:16]=3[CH2:15][O:14]2)[CH2:12][CH2:13]1. Given the reactants C([N:8]1[CH2:13][CH2:12][C:11]2([C:17]3[CH:18]=[N:19][CH:20]=[CH:21][C:16]=3[CH2:15][O:14]2)[CH2:10][CH2:9]1)C1C=CC=CC=1, predict the reaction product.